This data is from Peptide-MHC class II binding affinity with 134,281 pairs from IEDB. The task is: Regression. Given a peptide amino acid sequence and an MHC pseudo amino acid sequence, predict their binding affinity value. This is MHC class II binding data. (1) The peptide sequence is EDVKNAIGVLIGGLE. The MHC is DRB1_0901 with pseudo-sequence DRB1_0901. The binding affinity (normalized) is 0.450. (2) The peptide sequence is LSYRSLQPETFAVVD. The MHC is HLA-DPA10103-DPB10301 with pseudo-sequence HLA-DPA10103-DPB10301. The binding affinity (normalized) is 0.223. (3) The peptide sequence is AAFKIAATAANSAPA. The MHC is DRB5_0101 with pseudo-sequence DRB5_0101. The binding affinity (normalized) is 0.822. (4) The peptide sequence is FEALGFLNEDHWASR. The MHC is HLA-DQA10601-DQB10402 with pseudo-sequence HLA-DQA10601-DQB10402. The binding affinity (normalized) is 0.245. (5) The MHC is HLA-DQA10501-DQB10303 with pseudo-sequence HLA-DQA10501-DQB10303. The binding affinity (normalized) is 0.504. The peptide sequence is GNQEGSLKTALTGAM. (6) The peptide sequence is LVKPGAGIMIFDPYG. The MHC is DRB1_0101 with pseudo-sequence DRB1_0101. The binding affinity (normalized) is 0.536. (7) The peptide sequence is GELQIVDKIWAAFKI. The MHC is DRB1_1302 with pseudo-sequence DRB1_1302. The binding affinity (normalized) is 0.645. (8) The peptide sequence is GRSEFAYGSFVRTVS. The MHC is DRB1_0404 with pseudo-sequence DRB1_0404. The binding affinity (normalized) is 0.329. (9) The peptide sequence is CGHGNKSSGPNELGRFKH. The MHC is DRB1_0101 with pseudo-sequence DRB1_0101. The binding affinity (normalized) is 0. (10) The peptide sequence is QLKEYVWKTLKSGKV. The MHC is HLA-DPA10301-DPB10402 with pseudo-sequence HLA-DPA10301-DPB10402. The binding affinity (normalized) is 0.391.